The task is: Predict the product of the given reaction.. This data is from Forward reaction prediction with 1.9M reactions from USPTO patents (1976-2016). (1) Given the reactants [Cl:1][C:2]1[CH:3]=[C:4]([NH:16][C:17]2[C:26]3[C:21](=[CH:22][CH:23]=[CH:24][C:25]=3[O:27][CH2:28][CH2:29][NH:30][CH2:31][C:32]#[CH:33])[N:20]=[CH:19][N:18]=2)[CH:5]=[CH:6][C:7]=1[O:8][CH2:9][C:10]1[CH:15]=[CH:14][CH:13]=[CH:12][N:11]=1.[C:34](Cl)(=[O:36])[CH3:35], predict the reaction product. The product is: [Cl:1][C:2]1[CH:3]=[C:4]([NH:16][C:17]2[C:26]3[C:21](=[CH:22][CH:23]=[CH:24][C:25]=3[O:27][CH2:28][CH2:29][N:30]([CH2:31][C:32]#[CH:33])[C:34](=[O:36])[CH3:35])[N:20]=[CH:19][N:18]=2)[CH:5]=[CH:6][C:7]=1[O:8][CH2:9][C:10]1[CH:15]=[CH:14][CH:13]=[CH:12][N:11]=1. (2) Given the reactants CO[C:3]([C@@H:5]1[CH2:12][CH2:11][CH2:10][CH2:9][CH2:8][CH2:7][C@@H:6]1[NH:13][CH2:14][CH2:15][C:16]([CH3:19])([CH3:18])[CH3:17])=[O:4].[CH3:20][S:21]([NH:24][C:25]1[CH:40]=[CH:39][C:28]2[NH:29][C:30]([CH2:35][C:36](O)=[O:37])=[N:31][S:32](=[O:34])(=[O:33])[C:27]=2[CH:26]=1)(=[O:23])=[O:22].CN1CCOCC1.Cl.CN(C)CCCN=C=NCC.C(N(CC)CC)C, predict the reaction product. The product is: [CH3:19][C:16]([CH3:17])([CH3:18])[CH2:15][CH2:14][N:13]1[C:36](=[O:37])[C:35]([C:30]2[NH:29][C:28]3[CH:39]=[CH:40][C:25]([NH:24][S:21]([CH3:20])(=[O:23])=[O:22])=[CH:26][C:27]=3[S:32](=[O:34])(=[O:33])[N:31]=2)=[C:3]([OH:4])[CH:5]2[CH2:12][CH2:11][CH2:10][CH2:9][CH2:8][CH2:7][CH:6]12. (3) Given the reactants CN(C(ON1N=NC2C=CC=CC1=2)=[N+](C)C)C.[B-](F)(F)(F)F.C(N(CC)CC)C.Cl.[CH2:31]([C:38]([OH:40])=O)[CH2:32][C:33]1[N:37]=[CH:36][NH:35][CH:34]=1.[NH2:41][C@H:42]([CH2:61][C:62]1[CH:67]=[CH:66][C:65]([O:68][CH3:69])=[CH:64][CH:63]=1)[C:43]([N:45]1[CH2:48][C:47]([O:56][CH2:57][C:58]#[C:59][CH3:60])([C:49]2[CH:54]=[CH:53][CH:52]=[CH:51][C:50]=2[CH3:55])[CH2:46]1)=[O:44].[OH-].[Na+], predict the reaction product. The product is: [CH2:57]([O:56][C:47]1([C:49]2[CH:54]=[CH:53][CH:52]=[CH:51][C:50]=2[CH3:55])[CH2:48][N:45]([C:43](=[O:44])[C@H:42]([NH:41][C:38](=[O:40])[CH2:31][CH2:32][C:33]2[N:37]=[CH:36][NH:35][CH:34]=2)[CH2:61][C:62]2[CH:67]=[CH:66][C:65]([O:68][CH3:69])=[CH:64][CH:63]=2)[CH2:46]1)[C:58]#[C:59][CH3:60]. (4) Given the reactants Br[C:2]1[C:11]2[C:6](=[CH:7][CH:8]=[CH:9][CH:10]=2)[C:5]([Cl:12])=[N:4][CH:3]=1.[Li]CCCC.[CH2:18]([O:25][C:26]1[C:35]2[C:30](=[CH:31][CH:32]=[C:33](I)[CH:34]=2)[N:29]=[CH:28][N:27]=1)[C:19]1[CH:24]=[CH:23][CH:22]=[CH:21][CH:20]=1, predict the reaction product. The product is: [CH2:18]([O:25][C:26]1[C:35]2[C:30](=[CH:31][CH:32]=[C:33]([C:2]3[C:11]4[C:6](=[CH:7][CH:8]=[CH:9][CH:10]=4)[C:5]([Cl:12])=[N:4][CH:3]=3)[CH:34]=2)[N:29]=[CH:28][N:27]=1)[C:19]1[CH:24]=[CH:23][CH:22]=[CH:21][CH:20]=1.